Dataset: Full USPTO retrosynthesis dataset with 1.9M reactions from patents (1976-2016). Task: Predict the reactants needed to synthesize the given product. (1) Given the product [N:6]1[CH:7]=[CH:8][CH:9]=[C:4]([CH2:3][N:18]2[C:26]3[C:21](=[CH:22][CH:23]=[CH:24][CH:25]=3)[C:20]3([C:37]4[C:33]5=[N:34][O:35][N:36]=[C:32]5[CH:31]=[CH:30][C:29]=4[O:28][CH2:27]3)[C:19]2=[O:38])[CH:5]=1, predict the reactants needed to synthesize it. The reactants are: Br.Br[CH2:3][C:4]1[CH:5]=[N:6][CH:7]=[CH:8][CH:9]=1.BrCC1CCCCO1.[NH:18]1[C:26]2[C:21](=[CH:22][CH:23]=[CH:24][CH:25]=2)[C:20]2([C:37]3[C:33]4=[N:34][O:35][N:36]=[C:32]4[CH:31]=[CH:30][C:29]=3[O:28][CH2:27]2)[C:19]1=[O:38]. (2) Given the product [CH:20]1([CH2:19][O:18][C:9]2[CH:8]=[C:7]([SH:6])[CH:12]=[CH:11][C:10]=2[NH:13][S:14]([CH3:17])(=[O:16])=[O:15])[CH2:21][CH2:22]1, predict the reactants needed to synthesize it. The reactants are: C([S:6][C:7]1[CH:12]=[CH:11][C:10]([NH:13][S:14]([CH3:17])(=[O:16])=[O:15])=[C:9]([O:18][CH2:19][CH:20]2[CH2:22][CH2:21]2)[CH:8]=1)(=S)OCC.[OH-].[K+].[BH4-].[Na+].OS(O)(=O)=O. (3) Given the product [C:1]([O:5][C:6](=[O:23])[NH:7][C:8]1[CH:13]=[CH:12][CH:11]=[CH:10][C:9]=1[O:20][CH2:21][CH3:22])([CH3:4])([CH3:3])[CH3:2], predict the reactants needed to synthesize it. The reactants are: [C:1]([O:5][C:6](=[O:23])[NH:7][C:8]1[CH:13]=[CH:12][C:11]([Si](CC=C)(C)C)=[CH:10][C:9]=1[O:20][CH2:21][CH3:22])([CH3:4])([CH3:3])[CH3:2].B1C2CCCC1CCC2.C([O-])([O-])=O.[Na+].[Na+].[Al].